From a dataset of Reaction yield outcomes from USPTO patents with 853,638 reactions. Predict the reaction yield, written as a fraction of the theoretical maximum amount of product (1.0 means a 100% yield; for example, 0.34 means a 34% yield). (1) The reactants are [Cl:1][C:2]1[N:10]=[C:9]2[C:5]([N:6]=[C:7]([CH:17]=O)[N:8]2[CH:11]2[CH2:16][CH2:15][CH2:14][CH2:13][O:12]2)=[C:4]([N:19]2[CH2:24][CH2:23][O:22][CH2:21][CH2:20]2)[N:3]=1.[NH:25]1[CH2:28][CH:27]([N:29]2[CH2:34][CH2:33][NH:32][C:31](=[O:35])[CH2:30]2)[CH2:26]1.C(O[BH-](OC(=O)C)OC(=O)C)(=O)C.[Na+]. The catalyst is ClCCCl.CN(C=O)C. The product is [Cl:1][C:2]1[N:10]=[C:9]2[C:5]([N:6]=[C:7]([CH2:17][N:25]3[CH2:26][CH:27]([N:29]4[CH2:34][CH2:33][NH:32][C:31](=[O:35])[CH2:30]4)[CH2:28]3)[N:8]2[CH:11]2[CH2:16][CH2:15][CH2:14][CH2:13][O:12]2)=[C:4]([N:19]2[CH2:20][CH2:21][O:22][CH2:23][CH2:24]2)[N:3]=1. The yield is 0.670. (2) The reactants are [H-].[Na+].[I:3][C:4]1[NH:5][C:6]([I:10])=[C:7]([I:9])[N:8]=1.Br[CH2:12][CH2:13][NH:14][C:15](=[O:21])[O:16][C:17]([CH3:20])([CH3:19])[CH3:18]. The catalyst is CN(C=O)C. The product is [I:3][C:4]1[N:5]([CH2:12][CH2:13][NH:14][C:15](=[O:21])[O:16][C:17]([CH3:20])([CH3:19])[CH3:18])[C:6]([I:10])=[C:7]([I:9])[N:8]=1. The yield is 0.440. (3) The reactants are [F:1][C:2]([F:14])([O:6][C:7]1[CH:8]=[C:9]([CH3:13])[CH:10]=[CH:11][CH:12]=1)[CH:3]([F:5])[F:4].[Br:15]N1C(=O)CCC1=O. The catalyst is C(Cl)(Cl)(Cl)Cl.N(C(C)(C)C#N)=NC(C)(C)C#N. The product is [F:1][C:2]([F:14])([O:6][C:7]1[CH:8]=[C:9]([CH2:13][Br:15])[CH:10]=[CH:11][CH:12]=1)[CH:3]([F:4])[F:5]. The yield is 0.960. (4) The reactants are [CH3:1][S:2][C:3]1[S:7][C:6]([C:8]2[CH:9]=[C:10]3[C:14](=[CH:15][CH:16]=2)[N:13]([C:17]([O:19][C:20]([CH3:23])([CH3:22])[CH3:21])=[O:18])[CH:12]=[C:11]3[C:24]2[CH:25]=[N:26][C:27]3[C:32]([CH:33]=2)=[CH:31][CH:30]=[CH:29][CH:28]=3)=[N:5][N:4]=1.CC(O)=[O:36].OO.[OH2:40]. No catalyst specified. The product is [CH3:1][S:2]([C:3]1[S:7][C:6]([C:8]2[CH:9]=[C:10]3[C:14](=[CH:15][CH:16]=2)[N:13]([C:17]([O:19][C:20]([CH3:23])([CH3:21])[CH3:22])=[O:18])[CH:12]=[C:11]3[C:24]2[CH:25]=[N:26][C:27]3[C:32]([CH:33]=2)=[CH:31][CH:30]=[CH:29][CH:28]=3)=[N:5][N:4]=1)(=[O:36])=[O:40]. The yield is 0.940.